This data is from Reaction yield outcomes from USPTO patents with 853,638 reactions. The task is: Predict the reaction yield, written as a fraction of the theoretical maximum amount of product (1.0 means a 100% yield; for example, 0.34 means a 34% yield). (1) The reactants are [Cl:1][C:2]1[CH:7]=[C:6]([CH3:8])[CH:5]=[C:4]([CH3:9])[CH:3]=1.[Br:10]N1C(=O)CCC1=O. The catalyst is C(Cl)(Cl)(Cl)Cl.[W]. The product is [Br:10][CH2:9][C:4]1[CH:5]=[C:6]([CH3:8])[CH:7]=[C:2]([Cl:1])[CH:3]=1. The yield is 0.680. (2) The reactants are [C:1]([NH:4][CH:5]([C:7]1[CH:16]=[CH:15][C:10]([C:11]([O:13]C)=[O:12])=[CH:9][CH:8]=1)[CH3:6])(=[O:3])[CH3:2].O.[OH-].[Li+].O.CO. The catalyst is O1CCCC1. The product is [C:1]([NH:4][CH:5]([C:7]1[CH:16]=[CH:15][C:10]([C:11]([OH:13])=[O:12])=[CH:9][CH:8]=1)[CH3:6])(=[O:3])[CH3:2]. The yield is 0.800. (3) The reactants are Cl.[CH3:2][C:3]1[CH:8]=[C:7]([CH3:9])[CH:6]=[CH:5][C:4]=1[CH:10]([C:12]1[CH:17]=[CH:16][CH:15]=[CH:14][N:13]=1)[NH2:11].[CH3:18][C:19]1[C:24]([CH2:25][O:26][C:27]2[CH:32]=[CH:31][C:30]([CH2:33][C:34](O)=[O:35])=[CH:29][CH:28]=2)=[CH:23][CH:22]=[CH:21][N:20]=1.C(Cl)CCl.C1C=CC2N(O)N=NC=2C=1.CCN(C(C)C)C(C)C. The catalyst is CN(C=O)C.O. The product is [CH3:2][C:3]1[CH:8]=[C:7]([CH3:9])[CH:6]=[CH:5][C:4]=1[CH:10]([C:12]1[CH:17]=[CH:16][CH:15]=[CH:14][N:13]=1)[NH:11][C:34](=[O:35])[CH2:33][C:30]1[CH:29]=[CH:28][C:27]([O:26][CH2:25][C:24]2[C:19]([CH3:18])=[N:20][CH:21]=[CH:22][CH:23]=2)=[CH:32][CH:31]=1. The yield is 0.0600. (4) The reactants are Br[CH2:2][C:3](=O)[C:4]([CH3:25])([CH3:24])[CH2:5][O:6][Si:7]([C:20]([CH3:23])([CH3:22])[CH3:21])([C:14]1[CH:19]=[CH:18][CH:17]=[CH:16][CH:15]=1)[C:8]1[CH:13]=[CH:12][CH:11]=[CH:10][CH:9]=1.[NH2:27][C:28]([NH2:30])=[S:29].O. The catalyst is C(#N)C. The product is [C:20]([Si:7]([C:14]1[CH:19]=[CH:18][CH:17]=[CH:16][CH:15]=1)([C:8]1[CH:13]=[CH:12][CH:11]=[CH:10][CH:9]=1)[O:6][CH2:5][C:4]([C:3]1[N:27]=[C:28]([NH2:30])[S:29][CH:2]=1)([CH3:25])[CH3:24])([CH3:23])([CH3:22])[CH3:21]. The yield is 0.0400.